This data is from Forward reaction prediction with 1.9M reactions from USPTO patents (1976-2016). The task is: Predict the product of the given reaction. (1) Given the reactants [CH3:1][O:2][C:3]([C:5]1[NH:6][N:7]=[C:8]([OH:10])[CH:9]=1)=[O:4].[CH3:11][C:12]1[O:16][N:15]=[C:14]([C:17]2[CH:22]=[CH:21][CH:20]=[CH:19][CH:18]=2)[C:13]=1[CH2:23]O.[C:25]1(P(C2C=CC=CC=2)C2C=CC=CC=2)C=CC=CC=1.N(C(OCC)=O)=NC(OCC)=O, predict the reaction product. The product is: [CH3:1][O:2][C:3]([C:5]1[N:6]([CH3:25])[N:7]=[C:8]([O:10][CH2:23][C:13]2[C:14]([C:17]3[CH:22]=[CH:21][CH:20]=[CH:19][CH:18]=3)=[N:15][O:16][C:12]=2[CH3:11])[CH:9]=1)=[O:4]. (2) The product is: [CH2:28]([N:25]1[CH2:26][CH2:27][CH:22]([NH:21][C:3](=[C:16]([C:19]#[N:20])[C:17]#[N:18])[N:4]2[CH2:9][CH2:8][CH:7]([N:10]3[CH2:15][CH2:14][CH2:13][CH2:12][CH2:11]3)[CH2:6][CH2:5]2)[CH2:23][CH2:24]1)[C:29]1[CH:30]=[CH:31][CH:32]=[CH:33][CH:34]=1. Given the reactants CS[C:3](=[C:16]([C:19]#[N:20])[C:17]#[N:18])[N:4]1[CH2:9][CH2:8][CH:7]([N:10]2[CH2:15][CH2:14][CH2:13][CH2:12][CH2:11]2)[CH2:6][CH2:5]1.[NH2:21][CH:22]1[CH2:27][CH2:26][N:25]([CH2:28][C:29]2[CH:34]=[CH:33][CH:32]=[CH:31][CH:30]=2)[CH2:24][CH2:23]1.C(OC(C)C)(C)C, predict the reaction product. (3) Given the reactants [N:1]1[C:9]2[C:4](=[N:5][CH:6]=[CH:7][CH:8]=2)[NH:3][C:2]=1[CH2:10][C:11]#[N:12].[CH3:13][C:14]1[S:15][CH:16]=[C:17]([CH:19]([C:25](=O)[CH3:26])[C:20](OCC)=[O:21])[N:18]=1.C([O-])(=O)C.[NH4+].O, predict the reaction product. The product is: [CH3:26][C:25]1[CH:19]([C:17]2[N:18]=[C:14]([CH3:13])[S:15][CH:16]=2)[C:20](=[O:21])[N:1]2[C:9]3[CH:8]=[CH:7][CH:6]=[N:5][C:4]=3[N:3]=[C:2]2[C:10]=1[C:11]#[N:12]. (4) Given the reactants [Cl:1][C:2]1[CH:10]=[CH:9][C:5]([C:6]([OH:8])=O)=[CH:4][C:3]=1[NH:11][C:12]([C:14]1[C:25](=[O:26])[NH:24][C:17]2[N:18]=[C:19]([S:22][CH3:23])[N:20]=[CH:21][C:16]=2[CH:15]=1)=[O:13].[NH2:27][CH:28]([C:31]1[CH:36]=[CH:35][CH:34]=[CH:33][CH:32]=1)[CH2:29][OH:30].C(N(CC)CC)C.CN(C(ON1N=NC2C=CC=NC1=2)=[N+](C)C)C.F[P-](F)(F)(F)(F)F, predict the reaction product. The product is: [Cl:1][C:2]1[CH:10]=[CH:9][C:5]([C:6](=[O:8])[NH:27][CH:28]([C:31]2[CH:36]=[CH:35][CH:34]=[CH:33][CH:32]=2)[CH2:29][OH:30])=[CH:4][C:3]=1[NH:11][C:12]([C:14]1[C:25](=[O:26])[NH:24][C:17]2[N:18]=[C:19]([S:22][CH3:23])[N:20]=[CH:21][C:16]=2[CH:15]=1)=[O:13]. (5) Given the reactants [CH3:1][O:2][C:3]1[C:4](=[O:15])[N:5]([CH3:14])[CH:6]=[CH:7][C:8]=1[C:9]([O:11]CC)=[O:10].Cl, predict the reaction product. The product is: [CH3:1][O:2][C:3]1[C:4](=[O:15])[N:5]([CH3:14])[CH:6]=[CH:7][C:8]=1[C:9]([OH:11])=[O:10]. (6) Given the reactants C([O:8][C:9]1[CH:10]=[C:11]([C:21]2[NH:29][C:24]3=[N:25][CH:26]=[CH:27][CH:28]=[C:23]3[CH:22]=2)[CH:12]=[C:13]([O:15][C@@H:16]([CH3:20])[CH2:17][O:18][CH3:19])[CH:14]=1)C1C=CC=CC=1.C([O-])=O.[NH4+], predict the reaction product. The product is: [CH3:19][O:18][CH2:17][C@H:16]([CH3:20])[O:15][C:13]1[CH:14]=[C:9]([OH:8])[CH:10]=[C:11]([C:21]2[NH:29][C:24]3=[N:25][CH:26]=[CH:27][CH:28]=[C:23]3[CH:22]=2)[CH:12]=1. (7) Given the reactants [C:1]([C:5]1[N:6]=[C:7]([N:16]2[CH2:20][CH2:19][C:18]([F:22])([F:21])[CH2:17]2)[C:8]2[C:9](=[N:11][N:12]([CH2:14][CH3:15])[N:13]=2)[N:10]=1)([CH3:4])([CH3:3])[CH3:2].C(C1N=C(N2CCC(F)(F)C2)C2N=NNC=2N=1)(C)(C)C.IC[C:45]1[N:49](C)[C:48]([S:51]([CH3:54])(=[O:53])=[O:52])=[N:47][N:46]=1, predict the reaction product. The product is: [C:1]([C:5]1[N:6]=[C:7]([N:16]2[CH2:20][CH2:19][C:18]([F:21])([F:22])[CH2:17]2)[C:8]2[C:9](=[N:11][N:12]([CH2:14][C:15]3[N:49]([CH3:45])[C:48]([S:51]([CH3:54])(=[O:53])=[O:52])=[N:47][N:46]=3)[N:13]=2)[N:10]=1)([CH3:2])([CH3:3])[CH3:4].